Dataset: Forward reaction prediction with 1.9M reactions from USPTO patents (1976-2016). Task: Predict the product of the given reaction. (1) Given the reactants [NH2:1][C:2]1[CH:7]=[C:6]([O:8][CH3:9])[CH:5]=[CH:4][C:3]=1[NH:10][C:11](=[O:19])[C:12]1[CH:17]=[CH:16][C:15](Cl)=[N:14][CH:13]=1.[CH2:20]([NH2:23])[CH2:21][NH2:22], predict the reaction product. The product is: [NH2:1][C:2]1[CH:7]=[C:6]([O:8][CH3:9])[CH:5]=[CH:4][C:3]=1[NH:10][C:11](=[O:19])[C:12]1[CH:17]=[CH:16][C:15]([NH:22][CH2:21][CH2:20][NH2:23])=[N:14][CH:13]=1. (2) Given the reactants Br[C:2]1[S:6][C:5]([C:7]2[CH:12]=[CH:11][CH:10]=[CH:9][CH:8]=2)=[N:4][C:3]=1[C:13]([O:15][CH2:16][CH3:17])=[O:14].[CH2:18]([O:21][CH3:22])[C:19]#[CH:20].O, predict the reaction product. The product is: [CH3:22][O:21][CH2:18][C:19]#[C:20][C:2]1[S:6][C:5]([C:7]2[CH:12]=[CH:11][CH:10]=[CH:9][CH:8]=2)=[N:4][C:3]=1[C:13]([O:15][CH2:16][CH3:17])=[O:14]. (3) Given the reactants [CH2:1]([C:5]1[CH:6]=[C:7]2[N:12]([CH:13]=1)[CH:11]=[CH:10][C:9]([C:14]([O:16][CH:17]([CH3:19])[CH3:18])=[O:15])=[CH:8]2)[CH2:2][CH2:3][CH3:4].[Cl:20][CH2:21][CH2:22][CH2:23][C:24]1[CH:32]=[CH:31][C:27]([C:28](Cl)=[O:29])=[CH:26][CH:25]=1.C([O-])([O-])=O.[Na+].[Na+], predict the reaction product. The product is: [CH2:1]([C:5]1[CH:6]=[C:7]2[N:12]([C:13]=1[C:28]([C:27]1[CH:31]=[CH:32][C:24]([CH2:23][CH2:22][CH2:21][Cl:20])=[CH:25][CH:26]=1)=[O:29])[CH:11]=[CH:10][C:9]([C:14]([O:16][CH:17]([CH3:18])[CH3:19])=[O:15])=[CH:8]2)[CH2:2][CH2:3][CH3:4].